Dataset: Forward reaction prediction with 1.9M reactions from USPTO patents (1976-2016). Task: Predict the product of the given reaction. (1) Given the reactants [C:1]([SiH2:5][O:6][C:7]([CH3:15])([CH3:14])[C:8]1[O:12][CH:11]=[N:10][C:9]=1[CH3:13])([CH3:4])([CH3:3])[CH3:2].C([Li])CCC.CCCCCC.[C:27]1([S:33][S:33][C:27]2[CH:32]=[CH:31][CH:30]=[CH:29][CH:28]=2)[CH:32]=[CH:31][CH:30]=[CH:29][CH:28]=1.[Cl-].[NH4+], predict the reaction product. The product is: [C:1]([SiH2:5][O:6][C:7]([CH3:15])([CH3:14])[C:8]1[O:12][C:11]([S:33][C:27]2[CH:32]=[CH:31][CH:30]=[CH:29][CH:28]=2)=[N:10][C:9]=1[CH3:13])([CH3:4])([CH3:3])[CH3:2]. (2) Given the reactants Cl[C:2]1[S:6][N:5]=[C:4]([C:7]([F:10])([F:9])[F:8])[N:3]=1.[CH3:11][O:12][C:13]1[CH:18]=[CH:17][C:16](B(O)O)=[CH:15][C:14]=1[CH3:22].O, predict the reaction product. The product is: [CH3:11][O:12][C:13]1[CH:18]=[CH:17][C:16]([C:2]2[S:6][N:5]=[C:4]([C:7]([F:10])([F:9])[F:8])[N:3]=2)=[CH:15][C:14]=1[CH3:22]. (3) Given the reactants [Br:1][C:2]1(Br)[CH2:16][CH2:15][C:5]2[N:6]=[C:7]([NH:9][C:10]([NH:12][CH2:13][CH3:14])=[O:11])[S:8][C:4]=2[C:3]1=[O:17].C1CCN2C(=NCCC2)CC1, predict the reaction product. The product is: [Br:1][C:2]1[CH:16]=[CH:15][C:5]2[N:6]=[C:7]([NH:9][C:10]([NH:12][CH2:13][CH3:14])=[O:11])[S:8][C:4]=2[C:3]=1[OH:17]. (4) Given the reactants [NH2:1][C:2]1[CH:7]=[CH:6][C:5]([C:8]2[NH:12][C:11]([C@H:13]3[N:21]4[C:16](=[CH:17][C:18]([C:23]5[CH:28]=[C:27]([Cl:29])[CH:26]=[CH:25][C:24]=5[N:30]5[CH:34]=[N:33][N:32]=[N:31]5)=[CH:19][C:20]4=[O:22])[CH2:15][CH2:14]3)=[N:10][CH:9]=2)=[CH:4][CH:3]=1.C(N(CC)C(C)C)(C)C.Cl[C:45]([O:47][CH2:48][CH2:49][F:50])=[O:46], predict the reaction product. The product is: [CH:45]([OH:47])=[O:46].[F:50][CH2:49][CH2:48][O:47][C:45](=[O:46])[NH:1][C:2]1[CH:3]=[CH:4][C:5]([C:8]2[NH:12][C:11]([C@H:13]3[N:21]4[C:16](=[CH:17][C:18]([C:23]5[CH:28]=[C:27]([Cl:29])[CH:26]=[CH:25][C:24]=5[N:30]5[CH:34]=[N:33][N:32]=[N:31]5)=[CH:19][C:20]4=[O:22])[CH2:15][CH2:14]3)=[N:10][CH:9]=2)=[CH:6][CH:7]=1. (5) Given the reactants [CH3:1][C:2]1[CH:7]=[CH:6][C:5]([S:8]([O:11][CH2:12][C@@H:13]2[O:18][C:17]3[C:19](C=O)=[C:20]([N+:23]([O-:25])=[O:24])[CH:21]=[CH:22][C:16]=3[O:15][CH2:14]2)(=[O:10])=[O:9])=[CH:4][CH:3]=1, predict the reaction product. The product is: [CH3:1][C:2]1[CH:3]=[CH:4][C:5]([S:8]([O:11][CH2:12][CH:13]2[O:18][C:17]3[C:19](/[CH:19]=[CH:17]/[C:16](=[O:15])[CH2:22][CH3:21])=[C:20]([N+:23]([O-:25])=[O:24])[CH:21]=[CH:22][C:16]=3[O:15][CH2:14]2)(=[O:10])=[O:9])=[CH:6][CH:7]=1.